This data is from Full USPTO retrosynthesis dataset with 1.9M reactions from patents (1976-2016). The task is: Predict the reactants needed to synthesize the given product. (1) Given the product [F:1][C:2]1[CH:3]=[C:4]2[C:8](=[CH:9][CH:10]=1)[CH:11]([CH3:12])[NH:7][CH2:6][CH2:5]2, predict the reactants needed to synthesize it. The reactants are: [F:1][C:2]1[CH:3]=[C:4]([CH:8]=[CH:9][CH:10]=1)[CH2:5][CH2:6][NH2:7].[C:11](Cl)(=O)[CH3:12]. (2) Given the product [CH3:1][C:2]1[C:10]([N+:11]([O-:13])=[O:12])=[CH:9][C:5]([C:6]([NH2:19])=[O:7])=[CH:4][C:3]=1[N+:14]([O-:16])=[O:15], predict the reactants needed to synthesize it. The reactants are: [CH3:1][C:2]1[C:10]([N+:11]([O-:13])=[O:12])=[CH:9][C:5]([C:6](O)=[O:7])=[CH:4][C:3]=1[N+:14]([O-:16])=[O:15].C([N:19](CC)CC)C.COC(Cl)=O.N. (3) The reactants are: [Br:1][C:2]1[C:7]([F:8])=[CH:6][C:5]([F:9])=[CH:4][C:3]=1[CH2:10][CH2:11][C:12]([O:14]C)=[O:13].O. Given the product [Br:1][C:2]1[C:7]([F:8])=[CH:6][C:5]([F:9])=[CH:4][C:3]=1[CH2:10][CH2:11][C:12]([OH:14])=[O:13], predict the reactants needed to synthesize it. (4) Given the product [F:1][C:2]([F:7])([F:6])[C:3]([OH:5])=[O:4].[C:8]1([C:14]2[CH:19]=[C:18]([CH:20]3[CH2:21][CH2:22][N:23]([CH2:38][CH2:37][OH:36])[CH2:24][CH2:25]3)[CH:17]=[CH:16][C:15]=2[NH:26][C:27]([C:29]2[NH:30][CH:31]=[C:32]([C:34]#[N:35])[N:33]=2)=[O:28])[CH2:13][CH2:12][CH2:11][CH2:10][CH:9]=1, predict the reactants needed to synthesize it. The reactants are: [F:1][C:2]([F:7])([F:6])[C:3]([OH:5])=[O:4].[C:8]1([C:14]2[CH:19]=[C:18]([CH:20]3[CH2:25][CH2:24][NH:23][CH2:22][CH2:21]3)[CH:17]=[CH:16][C:15]=2[NH:26][C:27]([C:29]2[NH:30][CH:31]=[C:32]([C:34]#[N:35])[N:33]=2)=[O:28])[CH2:13][CH2:12][CH2:11][CH2:10][CH:9]=1.[OH:36][CH2:37][CH:38]=O. (5) Given the product [Si:15]([O:14][C@H:13]1[C@H:12]([N:22]2[CH:27]=[CH:26][C:25](=[O:28])[N:24]([CH2:29][C:30]3[CH:31]=[CH:32][C:33]([O:36][CH3:37])=[CH:34][CH:35]=3)[C:23]2=[O:38])[O:11][CH:10]([C@H:39]([OH:70])[C@@H:40]([C:63]([OH:65])=[O:64])[NH:41][CH2:42][CH2:43][CH2:44][NH:45][C:46](=[O:62])[C@H:47]([C@@H:59]([OH:61])[CH3:60])[NH:48][C:49](=[O:58])[O:50][CH2:51][C:52]2[CH:57]=[CH:56][CH:55]=[CH:54][CH:53]=2)[C@H:9]1[OH:8])([C:18]([CH3:19])([CH3:20])[CH3:21])([CH3:16])[CH3:17], predict the reactants needed to synthesize it. The reactants are: [Si]([O:8][C@H:9]1[C@@H:13]([O:14][Si:15]([C:18]([CH3:21])([CH3:20])[CH3:19])([CH3:17])[CH3:16])[C@H:12]([N:22]2[CH:27]=[CH:26][C:25](=[O:28])[N:24]([CH2:29][C:30]3[CH:35]=[CH:34][C:33]([O:36][CH3:37])=[CH:32][CH:31]=3)[C:23]2=[O:38])[O:11][CH:10]1[C@H:39]([OH:70])[C@@H:40]([C:63]([O:65]C(C)(C)C)=[O:64])[NH:41][CH2:42][CH2:43][CH2:44][NH:45][C:46](=[O:62])[C@H:47]([C@@H:59]([OH:61])[CH3:60])[NH:48][C:49](=[O:58])[O:50][CH2:51][C:52]1[CH:57]=[CH:56][CH:55]=[CH:54][CH:53]=1)(C(C)(C)C)(C)C.FC(F)(F)C(O)=O. (6) Given the product [Cl:15][C:2]1[NH:6][C:5]2[CH:7]=[CH:8][CH:9]=[CH:10][C:4]=2[N:3]=1, predict the reactants needed to synthesize it. The reactants are: O[C:2]1[NH:6][C:5]2[CH:7]=[CH:8][CH:9]=[CH:10][C:4]=2[N:3]=1.[OH-].[NH4+].P(Cl)(Cl)([Cl:15])=O. (7) Given the product [NH2:7][C@@:11]1([C:10]([OH:9])=[O:21])[C@@H:16]([F:17])[CH2:15][C@@H:14]2[C@H:12]1[C@H:13]2[C:18]([O:20][CH2:29][O:28][C:22](=[O:27])[C:23]([CH3:26])([CH3:25])[CH3:24])=[O:19], predict the reactants needed to synthesize it. The reactants are: C(OC([N:7]1[C@:11]2([C@@H:16]([F:17])[CH2:15][C@@H:14]3[C@H:12]2[C@H:13]3[C:18]([OH:20])=[O:19])[C:10](=[O:21])[O:9]C1)=O)C=C.[C:22]([O:28][CH2:29]Cl)(=[O:27])[C:23]([CH3:26])([CH3:25])[CH3:24].